From a dataset of Catalyst prediction with 721,799 reactions and 888 catalyst types from USPTO. Predict which catalyst facilitates the given reaction. (1) Reactant: [Cl:1][C:2]1[CH:9]=[C:8]([OH:10])[CH:7]=[CH:6][C:3]=1[CH:4]=[O:5].C(=O)([O-])[O-].[K+].[K+].Br[CH2:18][C:19]1[CH:24]=[CH:23][C:22]([C:25]([F:28])([F:27])[F:26])=[CH:21][C:20]=1[C:29]([F:32])([F:31])[F:30].O. Product: [F:30][C:29]([F:31])([F:32])[C:20]1[CH:21]=[C:22]([C:25]([F:28])([F:26])[F:27])[CH:23]=[CH:24][C:19]=1[CH2:18][O:10][C:8]1[CH:7]=[CH:6][C:3]([CH:4]=[O:5])=[C:2]([Cl:1])[CH:9]=1. The catalyst class is: 3. (2) The catalyst class is: 1. Reactant: [N+:1]([C:4]1[CH:9]=[CH:8][C:7]([CH2:10][CH2:11][S:12](Cl)(=[O:14])=[O:13])=[CH:6][CH:5]=1)([O-])=O.[NH:16]1[CH2:21][CH2:20][O:19][CH2:18][CH2:17]1. Product: [N:16]1([S:12]([CH2:11][CH2:10][C:7]2[CH:8]=[CH:9][C:4]([NH2:1])=[CH:5][CH:6]=2)(=[O:14])=[O:13])[CH2:21][CH2:20][O:19][CH2:18][CH2:17]1. (3) Reactant: [NH:1]1[C:10]2[C:5](=[CH:6][CH:7]=[C:8]([CH2:11][OH:12])[CH:9]=2)[CH2:4][CH2:3][CH2:2]1.Br[CH2:14][CH2:15][O:16][CH3:17].C([O-])([O-])=O.[Cs+].[Cs+].O. Product: [CH3:17][O:16][CH2:15][CH2:14][N:1]1[C:10]2[C:5](=[CH:6][CH:7]=[C:8]([CH2:11][OH:12])[CH:9]=2)[CH2:4][CH2:3][CH2:2]1. The catalyst class is: 3. (4) Reactant: [CH:1]1[C:10]2[C:5](=[CH:6][CH:7]=[CH:8][CH:9]=2)[CH:4]=[CH:3][C:2]=1[C:11]([NH:13][C:14]1[CH:36]=[CH:35][C:17]([CH2:18][C:19]2[C:27]3[C:22](=[CH:23][CH:24]=[CH:25][CH:26]=3)[N:21]([CH2:28][C:29]([O:31]CC)=[O:30])[C:20]=2[CH3:34])=[CH:16][CH:15]=1)=[O:12].O.[OH-].[Li+].O1CCCC1.CO. Product: [CH:1]1[C:10]2[C:5](=[CH:6][CH:7]=[CH:8][CH:9]=2)[CH:4]=[CH:3][C:2]=1[C:11]([NH:13][C:14]1[CH:15]=[CH:16][C:17]([CH2:18][C:19]2[C:27]3[C:22](=[CH:23][CH:24]=[CH:25][CH:26]=3)[N:21]([CH2:28][C:29]([OH:31])=[O:30])[C:20]=2[CH3:34])=[CH:35][CH:36]=1)=[O:12]. The catalyst class is: 6. (5) Reactant: F[C:2]1[CH:10]=[CH:9][C:8]([N+:11]([O-:13])=[O:12])=[CH:7][C:3]=1[C:4]([OH:6])=[O:5].[NH:14]1[CH2:19][CH2:18][O:17][CH2:16][CH2:15]1. Product: [N:14]1([C:2]2[CH:10]=[CH:9][C:8]([N+:11]([O-:13])=[O:12])=[CH:7][C:3]=2[C:4]([OH:6])=[O:5])[CH2:19][CH2:18][O:17][CH2:16][CH2:15]1. The catalyst class is: 1. (6) Reactant: [NH2:1][C:2]1[S:3][C:4]([Br:12])=[C:5]([C:7]2[O:8][CH:9]=[CH:10][CH:11]=2)[N:6]=1.[C:13](Cl)(=[O:20])[C:14]1[CH:19]=[CH:18][CH:17]=[CH:16][CH:15]=1.O. Product: [Br:12][C:4]1[S:3][C:2]([NH:1][C:13](=[O:20])[C:14]2[CH:19]=[CH:18][CH:17]=[CH:16][CH:15]=2)=[N:6][C:5]=1[C:7]1[O:8][CH:9]=[CH:10][CH:11]=1. The catalyst class is: 537. (7) Reactant: [C:1](=[S:4])([S-:3])[NH2:2].[NH4+].Br[CH2:7][CH2:8][C:9]([F:13])=[C:10]([F:12])[F:11]. Product: [C:1](=[S:3])([S:4][CH2:7][CH2:8][C:9]([F:13])=[C:10]([F:12])[F:11])[NH2:2]. The catalyst class is: 8. (8) Reactant: [CH:1]1([NH:4][C:5]([C:7]2[CH:12]=[C:11]([C:13]3[CH:14]=[C:15]4[C:20](=[CH:21][CH:22]=3)[N:19]=[C:18]([NH:23][C:24]([CH3:35])([CH3:34])[CH2:25][NH:26]C(=O)OC(C)(C)C)[N:17]=[CH:16]4)[C:10]([CH3:36])=[CH:9][N:8]=2)=[O:6])[CH2:3][CH2:2]1.Cl. Product: [NH2:26][CH2:25][C:24]([NH:23][C:18]1[N:17]=[CH:16][C:15]2[C:20](=[CH:21][CH:22]=[C:13]([C:11]3[C:10]([CH3:36])=[CH:9][N:8]=[C:7]([C:5]([NH:4][CH:1]4[CH2:3][CH2:2]4)=[O:6])[CH:12]=3)[CH:14]=2)[N:19]=1)([CH3:34])[CH3:35]. The catalyst class is: 71. (9) Reactant: [I-:1].[Na+].CNC1CCCCC1NC.Br[C:14]1[CH:15]=[C:16]2[C:21](=[CH:22][CH:23]=1)[N:20]=[CH:19][CH:18]=[CH:17]2. Product: [I:1][C:14]1[CH:15]=[C:16]2[C:21](=[CH:22][CH:23]=1)[N:20]=[CH:19][CH:18]=[CH:17]2. The catalyst class is: 185. (10) Reactant: [CH:1](NC(C)C)(C)C.[Li]CCCC.CCCCCC.[F:19][C:20]1[CH:21]=[CH:22][C:23]([O:29][CH3:30])=[C:24]([CH:28]=1)[C:25]([OH:27])=[O:26].CI. Product: [F:19][C:20]1[C:28]([CH3:1])=[C:24]([C:23]([O:29][CH3:30])=[CH:22][CH:21]=1)[C:25]([OH:27])=[O:26]. The catalyst class is: 1.